This data is from Catalyst prediction with 721,799 reactions and 888 catalyst types from USPTO. The task is: Predict which catalyst facilitates the given reaction. (1) Reactant: [N:1]([CH2:4][CH:5]([C:7]1[CH:12]=[CH:11][CH:10]=[CH:9][C:8]=1[Cl:13])[OH:6])=[N+]=[N-].C1(P(C2C=CC=CC=2)C2C=CC=CC=2)C=CC=CC=1.O. Product: [ClH:13].[NH2:1][CH2:4][CH:5]([C:7]1[CH:12]=[CH:11][CH:10]=[CH:9][C:8]=1[Cl:13])[OH:6]. The catalyst class is: 7. (2) Reactant: C(OC([N:8]1[CH2:14][C:13]2[CH:15]=[C:16](/[CH:19]=[CH:20]/[C:21](=[O:35])[N:22]([CH3:34])[CH2:23][C:24]3[O:25][C:26]4[CH:33]=[CH:32][CH:31]=[CH:30][C:27]=4[C:28]=3[CH3:29])[CH:17]=[N:18][C:12]=2[NH:11][CH2:10][CH2:9]1)=O)(C)(C)C.C(O)(C(F)(F)F)=O. Product: [CH3:34][N:22]([CH2:23][C:24]1[O:25][C:26]2[CH:33]=[CH:32][CH:31]=[CH:30][C:27]=2[C:28]=1[CH3:29])[C:21](=[O:35])/[CH:20]=[CH:19]/[C:16]1[CH:17]=[N:18][C:12]2[NH:11][CH2:10][CH2:9][NH:8][CH2:14][C:13]=2[CH:15]=1. The catalyst class is: 2. (3) Reactant: F[C:2](F)(F)C(O)=O.[N:8]12[CH2:15][CH2:14][CH:11]([CH2:12][CH2:13]1)[C@@H:10]([O:16][C:17]1[N:22]=[N:21][C:20]([C:23]3[CH:28]=[CH:27][C:26]([NH2:29])=[C:25]([N+:30]([O-])=O)[CH:24]=3)=[CH:19][CH:18]=1)[CH2:9]2.CC#N.O. Product: [NH:29]1[C:26]2[CH:27]=[CH:28][C:23]([C:20]3[N:21]=[N:22][C:17]([O:16][C@@H:10]4[CH:11]5[CH2:14][CH2:15][N:8]([CH2:13][CH2:12]5)[CH2:9]4)=[CH:18][CH:19]=3)=[CH:24][C:25]=2[N:30]=[CH:2]1. The catalyst class is: 105. (4) Reactant: [Cl:1][C:2]1[C:6]([CH3:7])=[N:5][N:4]([CH3:8])[C:3]=1[C:9]([OH:11])=O.C(N(C(C)C)CC)(C)C.[C:21]1([C:27]2[N:28]=[C:29]3[N:34]=[C:33]([NH2:35])[CH:32]=[CH:31][N:30]3[CH:36]=2)[CH:26]=[CH:25][CH:24]=[CH:23][CH:22]=1. Product: [C:21]1([C:27]2[N:28]=[C:29]3[N:34]=[C:33]([NH:35][C:9]([C:3]4[N:4]([CH3:8])[N:5]=[C:6]([CH3:7])[C:2]=4[Cl:1])=[O:11])[CH:32]=[CH:31][N:30]3[CH:36]=2)[CH:22]=[CH:23][CH:24]=[CH:25][CH:26]=1. The catalyst class is: 13. (5) Reactant: [NH2:1][CH2:2][C:3]([C:9]1[C:10]([CH:16]2[CH2:21][CH2:20][N:19]([C:22]([O:24][C:25]([CH3:28])([CH3:27])[CH3:26])=[O:23])[CH2:18][CH2:17]2)=[N:11][C:12]([CH3:15])=[N:13][CH:14]=1)([CH3:8])[C:4]([O:6][CH3:7])=[O:5].Cl[C:30]1[CH:35]=[CH:34][N:33]=[C:32]([C:36]([F:39])([F:38])[F:37])[N:31]=1.CCN(C(C)C)C(C)C. Product: [CH3:7][O:6][C:4](=[O:5])[C:3]([C:9]1[C:10]([CH:16]2[CH2:17][CH2:18][N:19]([C:22]([O:24][C:25]([CH3:28])([CH3:27])[CH3:26])=[O:23])[CH2:20][CH2:21]2)=[N:11][C:12]([CH3:15])=[N:13][CH:14]=1)([CH3:8])[CH2:2][NH:1][C:30]1[CH:35]=[CH:34][N:33]=[C:32]([C:36]([F:39])([F:38])[F:37])[N:31]=1. The catalyst class is: 23.